From a dataset of Peptide-MHC class I binding affinity with 185,985 pairs from IEDB/IMGT. Regression. Given a peptide amino acid sequence and an MHC pseudo amino acid sequence, predict their binding affinity value. This is MHC class I binding data. The peptide sequence is LPAIIRPSF. The MHC is HLA-B07:02 with pseudo-sequence HLA-B07:02. The binding affinity (normalized) is 0.571.